This data is from Catalyst prediction with 721,799 reactions and 888 catalyst types from USPTO. The task is: Predict which catalyst facilitates the given reaction. (1) Reactant: [Br:1][C:2]1[C:10]2[C:6](=[N:7][S:8][N:9]=2)[C:5]([CH:11]=[N:12][OH:13])=[CH:4][CH:3]=1.[Cl:14]N1C(=O)CCC1=O.O. Product: [Br:1][C:2]1[C:10]2[C:6](=[N:7][S:8][N:9]=2)[C:5]([C:11]([Cl:14])=[N:12][OH:13])=[CH:4][CH:3]=1. The catalyst class is: 9. (2) Reactant: C[O:2][C:3]([C:5]1[CH:10]=[C:9]([Br:11])[C:8](=[O:12])[N:7]([CH2:13][CH:14]([CH2:17][CH3:18])[CH2:15][CH3:16])[C:6]=1[CH2:19][N:20]([CH2:31][C:32]([O:34][CH3:35])=[O:33])S(C1C=CC(C)=CC=1)(=O)=O)=O.C[O-].[Na+].Cl. Product: [CH3:35][O:34][C:32]([C:31]1[C:3]([OH:2])=[C:5]2[C:6](=[CH:19][N:20]=1)[N:7]([CH2:13][CH:14]([CH2:17][CH3:18])[CH2:15][CH3:16])[C:8](=[O:12])[C:9]([Br:11])=[CH:10]2)=[O:33]. The catalyst class is: 430. (3) Reactant: [C:1]([N:4]1[CH2:9][CH2:8][C:7]2[N:10]=[C:11]([C:13]3[CH:18]=[CH:17][C:16]([O:19][CH2:20][CH2:21][CH2:22]Cl)=[CH:15][CH:14]=3)[S:12][C:6]=2[CH2:5]1)(=[O:3])[CH3:2].[CH3:24][CH:25]1[CH2:29][CH2:28][CH2:27][NH:26]1.C(=O)([O-])[O-].[K+].[K+].[I-].[Na+]. Product: [C:1]([N:4]1[CH2:9][CH2:8][C:7]2[N:10]=[C:11]([C:13]3[CH:18]=[CH:17][C:16]([O:19][CH2:20][CH2:21][CH2:22][N:26]4[CH2:27][CH2:28][CH2:29][CH:25]4[CH3:24])=[CH:15][CH:14]=3)[S:12][C:6]=2[CH2:5]1)(=[O:3])[CH3:2]. The catalyst class is: 10. (4) Reactant: CC(C)([O-])C.[Na+].[O:7]=[C:8]1[CH2:16][C:15]2[C:10](=[CH:11][CH:12]=[C:13]([C:17]([O:19][CH3:20])=[O:18])[CH:14]=2)[NH:9]1.Cl[C:22]1[C:23]2[CH:30]=[CH:29][S:28][C:24]=2[N:25]=[CH:26][N:27]=1.Cl. Product: [CH3:20][O:19][C:17]([C:13]1[CH:14]=[C:15]2[C:10](=[CH:11][CH:12]=1)[NH:9][C:8]([OH:7])=[C:16]2[C:22]1[C:23]2[CH:30]=[CH:29][S:28][C:24]=2[N:25]=[CH:26][N:27]=1)=[O:18]. The catalyst class is: 264. (5) Reactant: [Cl:1][C:2]1[N:7]=[C:6]([CH2:8][C:9]([C:11]2[CH:19]=[C:18]3[C:14]([CH:15]=[CH:16][N:17]3[S:20]([C:23]3[CH:28]=[CH:27][CH:26]=[CH:25][CH:24]=3)(=[O:22])=[O:21])=[CH:13][CH:12]=2)=O)[CH:5]=[CH:4][N:3]=1.C1C(=O)N(Br)C(=O)C1.[C:37]([NH2:41])(=[S:40])[CH2:38][CH3:39]. Product: [Cl:1][C:2]1[N:7]=[C:6]([C:8]2[S:40][C:37]([CH2:38][CH3:39])=[N:41][C:9]=2[C:11]2[CH:19]=[C:18]3[C:14]([CH:15]=[CH:16][N:17]3[S:20]([C:23]3[CH:28]=[CH:27][CH:26]=[CH:25][CH:24]=3)(=[O:22])=[O:21])=[CH:13][CH:12]=2)[CH:5]=[CH:4][N:3]=1. The catalyst class is: 2. (6) Reactant: FC(F)(F)S(O[C:7]1[C:12]([CH3:13])=[CH:11][C:10]([N+:14]([O-:16])=[O:15])=[CH:9][C:8]=1[CH3:17])(=O)=O.[Li+].[Br-:21].C(OCC)(=O)C.C1CCCCC1.O. Product: [Br:21][C:7]1[C:12]([CH3:13])=[CH:11][C:10]([N+:14]([O-:16])=[O:15])=[CH:9][C:8]=1[CH3:17]. The catalyst class is: 60. (7) Reactant: [Cl:1][C:2]1[C:10]2[N:9]=[C:8]([O:11][C:12]3[C:17]([CH3:18])=[CH:16][C:15]([Cl:19])=[CH:14][C:13]=3[Cl:20])[N:7]([CH3:21])[C:6]=2[C:5]([CH:22]([CH2:26][CH3:27])[CH2:23][CH2:24][OH:25])=[CH:4][CH:3]=1.CC(OI1(OC(C)=O)(OC(C)=O)OC(=O)C2C=CC=CC1=2)=O.C(=O)([O-])O.[Na+]. Product: [Cl:1][C:2]1[C:10]2[N:9]=[C:8]([O:11][C:12]3[C:17]([CH3:18])=[CH:16][C:15]([Cl:19])=[CH:14][C:13]=3[Cl:20])[N:7]([CH3:21])[C:6]=2[C:5]([CH:22]([CH2:26][CH3:27])[CH2:23][CH:24]=[O:25])=[CH:4][CH:3]=1. The catalyst class is: 4.